This data is from Reaction yield outcomes from USPTO patents with 853,638 reactions. The task is: Predict the reaction yield, written as a fraction of the theoretical maximum amount of product (1.0 means a 100% yield; for example, 0.34 means a 34% yield). (1) The reactants are [CH2:1]([C:9]1[CH:14]=[CH:13][C:12]([CH:15]2[O:19][CH2:18][C:17](=O)[CH2:16]2)=[CH:11][CH:10]=1)[CH2:2][CH2:3][CH2:4][CH2:5][CH2:6][CH2:7][CH3:8].[C:21](=[O:24])([O-])[O-].[NH4+:25].[NH4+:26].[C-]#N.[K+].Cl.C#N.[CH2:33]([OH:35])C. The catalyst is O. The product is [CH2:1]([C:9]1[CH:14]=[CH:13][C:12]([CH:15]2[CH2:16][C:17]3([NH:26][C:33](=[O:35])[NH:25][C:21]3=[O:24])[CH2:18][O:19]2)=[CH:11][CH:10]=1)[CH2:2][CH2:3][CH2:4][CH2:5][CH2:6][CH2:7][CH3:8]. The yield is 0.543. (2) The reactants are Br[C:2]1[CH:3]=[C:4]2[C@@:15]3([N:20]=[C:19]([NH2:21])[CH2:18][O:17][CH2:16]3)[C:14]3[C:9](=[CH:10][CH:11]=[C:12]([C:22]#[C:23][C:24]([CH3:27])([CH3:26])[CH3:25])[CH:13]=3)[O:8][C:5]2=[N:6][CH:7]=1.[F:28][C:29]1[CH:34]=[C:33](B(O)O)[CH:32]=[CH:31][N:30]=1.P([O-])([O-])([O-])=O.[K+].[K+].[K+].O. The catalyst is CC1OCCC1.CC(P(C(C)(C)C)C1C=CC(N(C)C)=CC=1)(C)C.CC(P(C(C)(C)C)C1C=CC(N(C)C)=CC=1)(C)C.Cl[Pd]Cl. The product is [CH3:25][C:24]([CH3:27])([CH3:26])[C:23]#[C:22][C:12]1[CH:13]=[C:14]2[C@:15]3([N:20]=[C:19]([NH2:21])[CH2:18][O:17][CH2:16]3)[C:4]3[C:5](=[N:6][CH:7]=[C:2]([C:33]4[CH:32]=[CH:31][N:30]=[C:29]([F:28])[CH:34]=4)[CH:3]=3)[O:8][C:9]2=[CH:10][CH:11]=1. The yield is 0.466.